From a dataset of Forward reaction prediction with 1.9M reactions from USPTO patents (1976-2016). Predict the product of the given reaction. (1) Given the reactants [CH2:1]([O:3][C:4](=[O:18])/[C:5](/[O:15][CH2:16][CH3:17])=[CH:6]/[C:7]1[CH:12]=[CH:11][C:10]([OH:13])=[CH:9][C:8]=1[CH3:14])[CH3:2].Cl[CH2:20][C:21]1[N:22]=[C:23]([C:26]2[CH:31]=[CH:30][C:29]([Cl:32])=[CH:28][CH:27]=2)[S:24][CH:25]=1.C(=O)([O-])[O-].[Cs+].[Cs+].[I-].[K+], predict the reaction product. The product is: [CH2:1]([O:3][C:4](=[O:18])/[C:5](/[O:15][CH2:16][CH3:17])=[CH:6]/[C:7]1[CH:12]=[CH:11][C:10]([O:13][CH2:20][C:21]2[N:22]=[C:23]([C:26]3[CH:31]=[CH:30][C:29]([Cl:32])=[CH:28][CH:27]=3)[S:24][CH:25]=2)=[CH:9][C:8]=1[CH3:14])[CH3:2]. (2) Given the reactants [CH2:1]([O:8][C:9]1[CH:14]=[C:13](I)[CH:12]=[CH:11][C:10]=1[N:16]1[S:20](=[O:22])(=[O:21])[N:19]([CH2:23][CH2:24][Si:25]([CH3:28])([CH3:27])[CH3:26])[C:18](=[O:29])[CH2:17]1)[C:2]1[CH:7]=[CH:6][CH:5]=[CH:4][CH:3]=1.I[CH2:31][CH2:32][CH2:33][CH2:34][S:35]([CH2:38][C:39]1[CH:44]=[CH:43][CH:42]=[CH:41][CH:40]=1)(=[O:37])=[O:36], predict the reaction product. The product is: [CH2:1]([O:8][C:9]1[CH:14]=[C:13]([CH2:31][CH2:32][CH2:33][CH2:34][S:35]([CH2:38][C:39]2[CH:44]=[CH:43][CH:42]=[CH:41][CH:40]=2)(=[O:36])=[O:37])[CH:12]=[CH:11][C:10]=1[N:16]1[S:20](=[O:22])(=[O:21])[N:19]([CH2:23][CH2:24][Si:25]([CH3:28])([CH3:27])[CH3:26])[C:18](=[O:29])[CH2:17]1)[C:2]1[CH:7]=[CH:6][CH:5]=[CH:4][CH:3]=1.